Dataset: Full USPTO retrosynthesis dataset with 1.9M reactions from patents (1976-2016). Task: Predict the reactants needed to synthesize the given product. Given the product [F:28][CH:25]1[CH2:26][CH2:27][N:22]([CH2:21][CH2:20][CH2:19][O:18][C:14]2[CH:13]=[C:12]3[C:17]([CH:8]([C:5]4[CH:6]=[N:7][C:2]([O:31][CH3:30])=[CH:3][CH:4]=4)[CH2:9][N:10]([CH3:29])[CH2:11]3)=[CH:16][CH:15]=2)[CH2:23][CH2:24]1, predict the reactants needed to synthesize it. The reactants are: Br[C:2]1[N:7]=[CH:6][C:5]([CH:8]2[C:17]3[C:12](=[CH:13][C:14]([O:18][CH2:19][CH2:20][CH2:21][N:22]4[CH2:27][CH2:26][CH:25]([F:28])[CH2:24][CH2:23]4)=[CH:15][CH:16]=3)[CH2:11][N:10]([CH3:29])[CH2:9]2)=[CH:4][CH:3]=1.[CH3:30][O-:31].[Na+].